Task: Predict the reaction yield, written as a fraction of the theoretical maximum amount of product (1.0 means a 100% yield; for example, 0.34 means a 34% yield).. Dataset: Reaction yield outcomes from USPTO patents with 853,638 reactions The catalyst is ClCCl. The product is [Cl:3][CH2:6][CH2:7][CH2:8][C:9]1[CH:10]=[N:11][CH:12]=[CH:13][CH:14]=1. The reactants are S(Cl)([Cl:3])=O.O[CH2:6][CH2:7][CH2:8][C:9]1[CH:10]=[N:11][CH:12]=[CH:13][CH:14]=1.C(=O)([O-])[O-].[K+].[K+]. The yield is 0.850.